From a dataset of Full USPTO retrosynthesis dataset with 1.9M reactions from patents (1976-2016). Predict the reactants needed to synthesize the given product. (1) Given the product [C:18]1([C:24]2[C:37]3[C:32]([C:31]([C:41]4[CH:42]=[CH:43][CH:44]=[CH:45][CH:46]=4)=[C:30]4[C:25]=2[CH:26]=[C:27]([C:2]2[CH:17]=[CH:16][C:5]5[N:6]([CH3:15])[C:7]([C:9]6[CH:14]=[CH:13][CH:12]=[CH:11][CH:10]=6)=[N:8][C:4]=5[CH:3]=2)[CH:28]=[CH:29]4)=[CH:33][CH:34]=[CH:35][CH:36]=3)[CH:23]=[CH:22][CH:21]=[CH:20][CH:19]=1, predict the reactants needed to synthesize it. The reactants are: Br[C:2]1[CH:17]=[CH:16][C:5]2[N:6]([CH3:15])[C:7]([C:9]3[CH:14]=[CH:13][CH:12]=[CH:11][CH:10]=3)=[N:8][C:4]=2[CH:3]=1.[C:18]1([C:24]2[C:25]3[C:30]([C:31]([C:41]4[CH:46]=[CH:45][CH:44]=[CH:43][CH:42]=4)=[C:32]4[C:37]=2[CH:36]=[C:35](B(O)O)[CH:34]=[CH:33]4)=[CH:29][CH:28]=[CH:27][CH:26]=3)[CH:23]=[CH:22][CH:21]=[CH:20][CH:19]=1.C(=O)([O-])[O-].[Na+].[Na+]. (2) Given the product [CH2:17]([C:24]1[S:28][C:27]([NH:29][C:13](=[O:15])[CH2:12][CH2:11][C:10]([C:7]2[CH:6]=[CH:5][C:4]([O:3][CH2:1][CH3:2])=[CH:9][CH:8]=2)=[O:16])=[N:26][C:25]=1[C:30]1[CH:35]=[CH:34][CH:33]=[CH:32][CH:31]=1)[C:18]1[CH:19]=[CH:20][CH:21]=[CH:22][CH:23]=1, predict the reactants needed to synthesize it. The reactants are: [CH2:1]([O:3][C:4]1[CH:9]=[CH:8][C:7]([C:10](=[O:16])[CH2:11][CH2:12][C:13]([OH:15])=O)=[CH:6][CH:5]=1)[CH3:2].[CH2:17]([C:24]1[S:28][C:27]([NH2:29])=[N:26][C:25]=1[C:30]1[CH:35]=[CH:34][CH:33]=[CH:32][CH:31]=1)[C:18]1[CH:23]=[CH:22][CH:21]=[CH:20][CH:19]=1.CCN=C=NCCCN(C)C.C1C=CC2N(O)N=NC=2C=1.